Dataset: Catalyst prediction with 721,799 reactions and 888 catalyst types from USPTO. Task: Predict which catalyst facilitates the given reaction. (1) The catalyst class is: 8. Product: [O:11]1[CH:15]=[CH:14][CH:13]=[C:12]1[CH:16]=[CH:1][C:2]([C:4]1[CH:9]=[CH:8][C:7]([I:10])=[CH:6][CH:5]=1)=[O:3]. Reactant: [CH3:1][C:2]([C:4]1[CH:9]=[CH:8][C:7]([I:10])=[CH:6][CH:5]=1)=[O:3].[O:11]1[CH:15]=[CH:14][CH:13]=[C:12]1[CH:16]=O.[OH-].[K+]. (2) Reactant: [C:1]([C:5]1[CH:10]=[CH:9][C:8]([S:11]([N:14]2[C:20]3[CH:21]=[C:22]([C:25]([OH:27])=O)[CH:23]=[CH:24][C:19]=3[NH:18][C:17]3[N:28]=[C:29]([C:32]([F:35])([F:34])[F:33])[CH:30]=[CH:31][C:16]=3[CH2:15]2)(=[O:13])=[O:12])=[CH:7][CH:6]=1)([CH3:4])([CH3:3])[CH3:2].[C:36](=[N:39]O)([NH2:38])[CH3:37].CCN(C(C)C)C(C)C.C1C=CC2N(O)N=NC=2C=1.CC(C)N=C=NC(C)C. Product: [C:1]([C:5]1[CH:10]=[CH:9][C:8]([S:11]([N:14]2[C:20]3[CH:21]=[C:22]([C:25]4[O:27][N:39]=[C:36]([CH3:37])[N:38]=4)[CH:23]=[CH:24][C:19]=3[NH:18][C:17]3[N:28]=[C:29]([C:32]([F:34])([F:33])[F:35])[CH:30]=[CH:31][C:16]=3[CH2:15]2)(=[O:12])=[O:13])=[CH:7][CH:6]=1)([CH3:4])([CH3:2])[CH3:3]. The catalyst class is: 59. (3) Reactant: [OH:1][C:2]1[CH:3]=[C:4]([CH:8]=[C:9]([OH:11])[CH:10]=1)[C:5]([OH:7])=[O:6].[Cl:12][CH2:13][CH2:14][CH2:15][CH2:16][CH2:17][CH2:18]O.S(=O)(=O)(O)O. Product: [OH:1][C:2]1[CH:3]=[C:4]([CH:8]=[C:9]([OH:11])[CH:10]=1)[C:5]([O:7][CH2:18][CH2:17][CH2:16][CH2:15][CH2:14][CH2:13][Cl:12])=[O:6]. The catalyst class is: 11.